This data is from Full USPTO retrosynthesis dataset with 1.9M reactions from patents (1976-2016). The task is: Predict the reactants needed to synthesize the given product. (1) Given the product [CH2:37]([O:36][C:2]1[N:7]=[C:6]([C:8]2[CH:13]=[CH:12][CH:11]=[CH:10][CH:9]=2)[N:5]=[C:4]([C:14]([NH:16][C:17]2[CH:22]=[CH:21][CH:20]=[CH:19][C:18]=2[C:23]2[S:24][C:25]3[C:30]([N:31]=2)=[CH:29][CH:28]=[CH:27][N:26]=3)=[O:15])[CH:3]=1)[CH3:38], predict the reactants needed to synthesize it. The reactants are: Cl[C:2]1[N:7]=[C:6]([C:8]2[CH:13]=[CH:12][CH:11]=[CH:10][CH:9]=2)[N:5]=[C:4]([C:14]([NH:16][C:17]2[CH:22]=[CH:21][CH:20]=[CH:19][C:18]=2[C:23]2[S:24][C:25]3[C:30]([N:31]=2)=[CH:29][CH:28]=[CH:27][N:26]=3)=[O:15])[CH:3]=1.CS(C)=O.[O-:36][CH2:37][CH3:38].[K+]. (2) Given the product [C:5]([O:9][C:10](=[O:53])[N:11]([CH2:12][C:13]1[N:14]=[C:15]([CH2:37][N:38]([C:1](=[O:3])[CH3:2])[CH3:39])[N:16]([C:18]([C:31]2[CH:32]=[CH:33][CH:34]=[CH:35][CH:36]=2)([C:19]2[CH:20]=[CH:21][CH:22]=[CH:23][CH:24]=2)[C:25]2[CH:30]=[CH:29][CH:28]=[CH:27][CH:26]=2)[CH:17]=1)[CH:40]1[CH2:45][CH2:44][N:43]([CH2:46][C:47]2[CH:52]=[CH:51][CH:50]=[CH:49][CH:48]=2)[CH2:42][CH2:41]1)([CH3:8])([CH3:6])[CH3:7], predict the reactants needed to synthesize it. The reactants are: [C:1](Cl)(=[O:3])[CH3:2].[C:5]([O:9][C:10](=[O:53])[N:11]([CH:40]1[CH2:45][CH2:44][N:43]([CH2:46][C:47]2[CH:52]=[CH:51][CH:50]=[CH:49][CH:48]=2)[CH2:42][CH2:41]1)[CH2:12][C:13]1[N:14]=[C:15]([CH2:37][NH:38][CH3:39])[N:16]([C:18]([C:31]2[CH:36]=[CH:35][CH:34]=[CH:33][CH:32]=2)([C:25]2[CH:30]=[CH:29][CH:28]=[CH:27][CH:26]=2)[C:19]2[CH:24]=[CH:23][CH:22]=[CH:21][CH:20]=2)[CH:17]=1)([CH3:8])([CH3:7])[CH3:6].C(N(CC)CC)C. (3) Given the product [Cl:1][C:2]1[N:7]=[C:6]([C:8]2[S:12][C:11]([N:13]3[CH2:14][CH2:15][O:16][CH2:17][CH2:18]3)=[N:10][C:9]=2[C:19]2[C:20]([F:32])=[C:21]([CH:22]=[CH:23][CH:24]=2)[NH2:25])[CH:5]=[CH:4][N:3]=1, predict the reactants needed to synthesize it. The reactants are: [Cl:1][C:2]1[N:7]=[C:6]([C:8]2[S:12][C:11]([N:13]3[CH2:18][CH2:17][O:16][CH2:15][CH2:14]3)=[N:10][C:9]=2[C:19]2[C:20]([F:32])=[C:21]([NH:25]C(=O)OCC=C)[CH:22]=[CH:23][CH:24]=2)[CH:5]=[CH:4][N:3]=1.CC(O)=O.C([SnH](CCCC)CCCC)CCC. (4) Given the product [CH2:1]([S:8]([NH:11][C:12]([CH:14]1[CH2:17][N:16]([C:18]2[C:28]([O:29][CH2:30][CH2:31][CH2:32][C:33]([OH:35])=[O:34])=[CH:27][C:21]([C:22]([O:24][CH2:25][CH3:26])=[O:23])=[C:20]([CH3:37])[N:19]=2)[CH2:15]1)=[O:13])(=[O:9])=[O:10])[C:2]1[CH:7]=[CH:6][CH:5]=[CH:4][CH:3]=1, predict the reactants needed to synthesize it. The reactants are: [CH2:1]([S:8]([NH:11][C:12]([CH:14]1[CH2:17][N:16]([C:18]2[C:28]([O:29][CH2:30][CH2:31][CH2:32][C:33]([O:35]C)=[O:34])=[CH:27][C:21]([C:22]([O:24][CH2:25][CH3:26])=[O:23])=[C:20]([CH3:37])[N:19]=2)[CH2:15]1)=[O:13])(=[O:10])=[O:9])[C:2]1[CH:7]=[CH:6][CH:5]=[CH:4][CH:3]=1.[OH-].[Na+]. (5) Given the product [C:10]([CH2:12][C:13]([NH:6][C:5]1[CH:7]=[CH:8][C:2]([F:1])=[C:3]([CH3:9])[CH:4]=1)=[O:14])#[N:11], predict the reactants needed to synthesize it. The reactants are: [F:1][C:2]1[CH:8]=[CH:7][C:5]([NH2:6])=[CH:4][C:3]=1[CH3:9].[C:10]([CH2:12][C:13](OCC)=[O:14])#[N:11]. (6) Given the product [CH3:15][C:14]1[NH:25][C:24]2[O:20][N:21]=[CH:22][C:23]=2[CH:11]([C:8]2[CH:9]=[C:10]3[C:5](=[CH:6][CH:7]=2)[NH:4][N:3]=[C:2]3[CH3:1])[C:12]=1[C:13]#[N:17], predict the reactants needed to synthesize it. The reactants are: [CH3:1][C:2]1[C:10]2[C:5](=[CH:6][CH:7]=[C:8](/[CH:11]=[C:12](/[C:14](=O)[CH3:15])\[CH3:13])[CH:9]=2)[NH:4][N:3]=1.[N:17]([O-])=O.[O:20]1[C:24]([NH2:25])=[CH:23][CH:22]=[N:21]1. (7) The reactants are: [C:1]([NH:11][C:12](=[O:20])[C:13]1[CH:18]=[CH:17][CH:16]=[CH:15][C:14]=1[F:19])(=[O:10])/[CH:2]=[CH:3]/[C:4]1[CH:9]=[CH:8][CH:7]=[CH:6][CH:5]=1.[C:21](#[N:25])[CH2:22][C:23]#[N:24]. Given the product [C:23]([CH:22]([C:21]#[N:25])[C@@H:3]([C:4]1[CH:5]=[CH:6][CH:7]=[CH:8][CH:9]=1)[CH2:2][C:1]([NH:11][C:12](=[O:20])[C:13]1[CH:18]=[CH:17][CH:16]=[CH:15][C:14]=1[F:19])=[O:10])#[N:24], predict the reactants needed to synthesize it. (8) Given the product [C:30]([C:15]1[N:14]([C:18]([O:20][C:21]([CH3:23])([CH3:22])[CH3:24])=[O:19])[C:13]([C:10]2[CH:9]=[CH:8][C:7]([NH:6][S:3]([CH2:1][CH3:2])(=[O:5])=[O:4])=[CH:12][CH:11]=2)=[CH:17][CH:16]=1)#[N:29], predict the reactants needed to synthesize it. The reactants are: [CH2:1]([S:3]([NH:6][C:7]1[CH:12]=[CH:11][C:10]([C:13]2[N:14]([C:18]([O:20][C:21]([CH3:24])([CH3:23])[CH3:22])=[O:19])[CH:15]=[CH:16][CH:17]=2)=[CH:9][CH:8]=1)(=[O:5])=[O:4])[CH3:2].ClS([N:29]=[C:30]=O)(=O)=O. (9) Given the product [Br:1][CH2:31][C:30]([C:25]1[CH:24]=[C:23]([F:22])[CH:28]=[C:27]([F:29])[CH:26]=1)=[O:32], predict the reactants needed to synthesize it. The reactants are: [Br:1]CC(C1C=CC=CC=1F)=O.FC1C=CC=CC=1C(=O)C.[F:22][C:23]1[CH:24]=[C:25]([C:30](=[O:32])[CH3:31])[CH:26]=[C:27]([F:29])[CH:28]=1. (10) Given the product [O:17]=[C:6]([CH:1]1[CH2:5][CH2:4][CH2:3][CH2:2]1)[C:7]([O:9][CH2:10][C:11]1[CH:12]=[CH:13][CH:14]=[CH:15][CH:16]=1)=[O:8], predict the reactants needed to synthesize it. The reactants are: [CH:1]1([CH:6]([OH:17])[C:7]([O:9][CH2:10][C:11]2[CH:16]=[CH:15][CH:14]=[CH:13][CH:12]=2)=[O:8])[CH2:5][CH2:4][CH2:3][CH2:2]1.